From a dataset of NCI-60 drug combinations with 297,098 pairs across 59 cell lines. Regression. Given two drug SMILES strings and cell line genomic features, predict the synergy score measuring deviation from expected non-interaction effect. (1) Drug 1: COC1=CC(=CC(=C1O)OC)C2C3C(COC3=O)C(C4=CC5=C(C=C24)OCO5)OC6C(C(C7C(O6)COC(O7)C8=CC=CS8)O)O. Drug 2: C(CN)CNCCSP(=O)(O)O. Cell line: LOX IMVI. Synergy scores: CSS=34.8, Synergy_ZIP=0.743, Synergy_Bliss=-1.03, Synergy_Loewe=-14.3, Synergy_HSA=-0.478. (2) Drug 1: COC1=C(C=C2C(=C1)N=CN=C2NC3=CC(=C(C=C3)F)Cl)OCCCN4CCOCC4. Drug 2: C1=NC2=C(N1)C(=S)N=C(N2)N. Cell line: HCT116. Synergy scores: CSS=49.2, Synergy_ZIP=-0.495, Synergy_Bliss=-0.826, Synergy_Loewe=-8.88, Synergy_HSA=1.85. (3) Drug 1: C1CC(=O)NC(=O)C1N2CC3=C(C2=O)C=CC=C3N. Drug 2: C1=CC=C(C=C1)NC(=O)CCCCCCC(=O)NO. Cell line: SK-MEL-5. Synergy scores: CSS=21.0, Synergy_ZIP=-4.29, Synergy_Bliss=-1.95, Synergy_Loewe=-23.5, Synergy_HSA=-2.86. (4) Drug 1: CC1C(C(CC(O1)OC2CC(CC3=C2C(=C4C(=C3O)C(=O)C5=C(C4=O)C(=CC=C5)OC)O)(C(=O)C)O)N)O.Cl. Drug 2: C1CN(P(=O)(OC1)NCCCl)CCCl. Cell line: NCI/ADR-RES. Synergy scores: CSS=-1.34, Synergy_ZIP=1.54, Synergy_Bliss=2.20, Synergy_Loewe=-0.250, Synergy_HSA=-0.0437. (5) Drug 2: C(CN)CNCCSP(=O)(O)O. Drug 1: CNC(=O)C1=NC=CC(=C1)OC2=CC=C(C=C2)NC(=O)NC3=CC(=C(C=C3)Cl)C(F)(F)F. Cell line: ACHN. Synergy scores: CSS=-3.95, Synergy_ZIP=1.61, Synergy_Bliss=-3.57, Synergy_Loewe=-2.50, Synergy_HSA=-7.20.